This data is from Reaction yield outcomes from USPTO patents with 853,638 reactions. The task is: Predict the reaction yield, written as a fraction of the theoretical maximum amount of product (1.0 means a 100% yield; for example, 0.34 means a 34% yield). (1) The catalyst is C(O)C. The reactants are [CH3:1][C:2]1[N:7]=[C:6]([SH:8])[N:5]=[C:4]([OH:9])[CH:3]=1.C(N(CC)CC)C.Br[CH2:18][C:19]1[N:24]=[CH:23][CH:22]=[CH:21][N:20]=1. The yield is 0.230. The product is [CH3:1][C:2]1[N:7]=[C:6]([S:8][CH2:18][C:19]2[N:24]=[CH:23][CH:22]=[CH:21][N:20]=2)[N:5]=[C:4]([OH:9])[CH:3]=1. (2) The reactants are CC1(CS(C2C=CC([C:19]3[CH:24]=[CH:23][C:22]([C:25]#[N:26])=CC=3)=CC=2)(=O)=O)C(=O)NC(=O)N1.[C:27]([O:31][C:32]([N:34]1[CH2:39][CH2:38][N:37]([C:40]2[CH:45]=[CH:44][C:43](I)=[CH:42][CH:41]=2)[CH2:36][CH2:35]1)=[O:33])([CH3:30])([CH3:29])[CH3:28].N1C=CC=C(B(O)O)C=1.C(=O)([O-])O.[Na+].[I-]. The catalyst is C(OCC)(=O)C.C1C=CC([P]([Pd]([P](C2C=CC=CC=2)(C2C=CC=CC=2)C2C=CC=CC=2)([P](C2C=CC=CC=2)(C2C=CC=CC=2)C2C=CC=CC=2)[P](C2C=CC=CC=2)(C2C=CC=CC=2)C2C=CC=CC=2)(C2C=CC=CC=2)C2C=CC=CC=2)=CC=1.COCCOC. The product is [C:27]([O:31][C:32]([N:34]1[CH2:39][CH2:38][N:37]([C:40]2[CH:45]=[CH:44][C:43]([C:24]3[CH:19]=[N:26][CH:25]=[CH:22][CH:23]=3)=[CH:42][CH:41]=2)[CH2:36][CH2:35]1)=[O:33])([CH3:30])([CH3:29])[CH3:28]. The yield is 0.320. (3) The reactants are [NH2:1][C:2]1[N:10]=[C:9]([NH:11][CH2:12][CH2:13][NH:14][C:15](=[O:21])[O:16][C:17]([CH3:20])([CH3:19])[CH3:18])[N:8]=[C:7]2[C:3]=1[N:4]=[CH:5][N:6]2[C@H:22]1[C@H:26]([OH:27])[C@H:25]([OH:28])[C@@H:24]([CH2:29]O)[O:23]1.S(Cl)([Cl:33])=O.N1C=CC=CC=1. The catalyst is C(#N)C. The product is [NH2:1][C:2]1[N:10]=[C:9]([NH:11][CH2:12][CH2:13][NH:14][C:15](=[O:21])[O:16][C:17]([CH3:20])([CH3:19])[CH3:18])[N:8]=[C:7]2[C:3]=1[N:4]=[CH:5][N:6]2[C@H:22]1[C@H:26]([OH:27])[C@H:25]([OH:28])[C@@H:24]([CH2:29][Cl:33])[O:23]1. The yield is 0.164. (4) The reactants are [CH3:1][O:2][C:3]1[CH:8]=[CH:7][CH:6]=[C:5]([C:9]([F:12])([F:11])[F:10])[C:4]=1[OH:13].C1N2CN3CN(C2)CN1C3.[C:24](O)(C(F)(F)F)=[O:25]. No catalyst specified. The product is [OH:13][C:4]1[C:5]([C:9]([F:11])([F:10])[F:12])=[CH:6][C:7]([CH:24]=[O:25])=[CH:8][C:3]=1[O:2][CH3:1]. The yield is 0.340. (5) The reactants are C[Si](Cl)(C)C.Br[CH2:7][C:8]([O:10][CH2:11][CH3:12])=[O:9].[C:13]([O:17][C:18]([N:20]1[CH2:25][CH2:24][CH:23]([O:26][C:27]2[CH:32]=[CH:31][C:30](C=O)=[C:29]([B:35]3[O:39][C:38](C)(C)C(C)(C)[O:36]3)[CH:28]=2)[CH2:22][CH2:21]1)=[O:19])([CH3:16])([CH3:15])[CH3:14].[NH4+].[Cl-]. The catalyst is C1COCC1.[Zn]. The product is [C:13]([O:17][C:18]([N:20]1[CH2:25][CH2:24][CH:23]([O:26][C:27]2[CH:32]=[CH:31][C:30]3[CH:38]([CH2:7][C:8]([O:10][CH2:11][CH3:12])=[O:9])[O:39][B:35]([OH:36])[C:29]=3[CH:28]=2)[CH2:22][CH2:21]1)=[O:19])([CH3:15])([CH3:14])[CH3:16]. The yield is 0.810. (6) The reactants are [CH3:1][C:2]1[NH:3][C:4]([C:12]2[CH:17]=[CH:16][CH:15]=[CH:14][CH:13]=2)=[CH:5][C:6]=1[C:7]([O:9][CH2:10][CH3:11])=[O:8].[H-].[Na+].[Cl:20][C:21]1[CH:22]=[C:23]([S:27](Cl)(=[O:29])=[O:28])[CH:24]=[CH:25][CH:26]=1. No catalyst specified. The product is [Cl:20][C:21]1[CH:22]=[C:23]([S:27]([N:3]2[C:4]([C:12]3[CH:17]=[CH:16][CH:15]=[CH:14][CH:13]=3)=[CH:5][C:6]([C:7]([O:9][CH2:10][CH3:11])=[O:8])=[C:2]2[CH3:1])(=[O:29])=[O:28])[CH:24]=[CH:25][CH:26]=1. The yield is 0.300. (7) The product is [CH3:2][O:3][CH:4]=[CH:36][C:34]1[CH:33]=[CH:32][C:31]2[C:27]([CH2:26][CH2:25][C:23]3[N:24]=[C:20]([C:14]4[CH:15]=[CH:16][CH:17]=[CH:18][CH:19]=4)[O:21][C:22]=3[CH3:38])=[N:28][O:29][C:30]=2[CH:35]=1. The yield is 0.220. The reactants are [Cl-].[CH3:2][O:3][CH2:4][PH3+].C([N-]C(C)C)(C)C.[Li+].[C:14]1([C:20]2[O:21][C:22]([CH3:38])=[C:23]([CH2:25][CH2:26][C:27]3[C:31]4[CH:32]=[CH:33][C:34]([CH:36]=O)=[CH:35][C:30]=4[O:29][N:28]=3)[N:24]=2)[CH:19]=[CH:18][CH:17]=[CH:16][CH:15]=1.[Cl-].[NH4+]. The catalyst is O1CCCC1.C(OCC)(=O)C. (8) The reactants are C(O/[CH:4]=[CH:5]/[CH3:6])C.[NH2:7][C:8]1[CH:15]=[C:14]([Br:16])[CH:13]=[CH:12][C:9]=1[CH:10]=O.O.C1(C)C=CC(S(O)(=O)=O)=CC=1. The catalyst is C1(C)C=CC=CC=1. The product is [Br:16][C:14]1[CH:15]=[C:8]2[C:9]([CH:10]=[C:5]([CH3:6])[CH:4]=[N:7]2)=[CH:12][CH:13]=1. The yield is 0.150. (9) The reactants are [N+:1]([C:4]1[CH:5]=[N:6][C:7]([NH2:10])=[N:8][CH:9]=1)([O-:3])=[O:2].[N:11]1([CH2:16][CH2:17][NH:18][C:19]([C:21]2[CH:26]=[CH:25][C:24](Br)=[CH:23][N:22]=2)=[O:20])[CH2:15][CH2:14][CH2:13][CH2:12]1.C(=O)([O-])[O-].[Cs+].[Cs+].C1(P(C2C=CC=CC=2)C2C3OC4C(=CC=CC=4P(C4C=CC=CC=4)C4C=CC=CC=4)C(C)(C)C=3C=CC=2)C=CC=CC=1. The catalyst is [Pd].[Pd].C(=CC(C=CC1C=CC=CC=1)=O)C1C=CC=CC=1.C(=CC(C=CC1C=CC=CC=1)=O)C1C=CC=CC=1.C(=CC(C=CC1C=CC=CC=1)=O)C1C=CC=CC=1.C(Cl)Cl.CO. The product is [N:11]1([CH2:16][CH2:17][NH:18][C:19]([C:21]2[CH:26]=[CH:25][C:24]([NH:10][C:7]3[N:8]=[CH:9][C:4]([N+:1]([O-:3])=[O:2])=[CH:5][N:6]=3)=[CH:23][N:22]=2)=[O:20])[CH2:15][CH2:14][CH2:13][CH2:12]1. The yield is 0.330. (10) The reactants are O.[OH-].[Li+].[CH:4]1([C:8]2[C:13]([C:14]([O:16]C)=[O:15])=[CH:12][N:11]=[C:10]([S:18][CH3:19])[N:9]=2)[CH2:7][CH2:6][CH2:5]1. The catalyst is O.C1COCC1. The product is [CH:4]1([C:8]2[C:13]([C:14]([OH:16])=[O:15])=[CH:12][N:11]=[C:10]([S:18][CH3:19])[N:9]=2)[CH2:5][CH2:6][CH2:7]1. The yield is 0.900.